Dataset: Peptide-MHC class II binding affinity with 134,281 pairs from IEDB. Task: Regression. Given a peptide amino acid sequence and an MHC pseudo amino acid sequence, predict their binding affinity value. This is MHC class II binding data. (1) The MHC is DRB4_0103 with pseudo-sequence DRB4_0103. The binding affinity (normalized) is 0.851. The peptide sequence is VSRGTAKLRWFHERG. (2) The peptide sequence is QYIKANSKFIGITE. The MHC is HLA-DPA10201-DPB10501 with pseudo-sequence HLA-DPA10201-DPB10501. The binding affinity (normalized) is 0.512. (3) The peptide sequence is QEFEEAYIPKEQKYS. The MHC is DRB5_0101 with pseudo-sequence DRB5_0101. The binding affinity (normalized) is 0.205. (4) The binding affinity (normalized) is 0.113. The MHC is DRB1_0405 with pseudo-sequence DRB1_0405. The peptide sequence is ITYVATATLPNYCRA.